Dataset: Human liver microsome stability data. Task: Regression/Classification. Given a drug SMILES string, predict its absorption, distribution, metabolism, or excretion properties. Task type varies by dataset: regression for continuous measurements (e.g., permeability, clearance, half-life) or binary classification for categorical outcomes (e.g., BBB penetration, CYP inhibition). Dataset: hlm. (1) The molecule is CC(C)C(=O)Nc1ccc2nn(-c3ccc(Cl)cc3)nc2c1. The result is 0 (unstable in human liver microsomes). (2) The molecule is CCN(CC)CCOc1ccc2c(O)c3c(Cl)c(Cl)ccc3nc2c1. The result is 0 (unstable in human liver microsomes). (3) The molecule is CC(C)CN1C(=O)CN(Cc2ccc(-c3cccc(CN4CCCC(F)(F)C4)n3)cc2)C1=O. The result is 1 (stable in human liver microsomes). (4) The drug is CC(C)CCn1nc(-c2cccs2)c(O)c(C2=NS(=O)(=O)c3cc(OC(C)C(N)=O)ccc3N2)c1=O. The result is 1 (stable in human liver microsomes). (5) The drug is Cc1ccc2nc3c(cc(C(=O)NCc4ccc(C(F)(F)F)cc4)c(=N)n3C(C)c3ccc(Cl)c(Cl)c3)c(=O)n2c1. The result is 0 (unstable in human liver microsomes). (6) The compound is CCN(CC)CCOc1ccc2c(O)c3ccc(F)cc3nc2c1. The result is 0 (unstable in human liver microsomes). (7) The compound is CN(C)C1CCN(C(=O)c2ccc(-c3cn4c(-c5ccc(C#N)cc5)cnc4cn3)cc2)CC1. The result is 0 (unstable in human liver microsomes).